This data is from Kir2.1 potassium channel HTS with 301,493 compounds. The task is: Binary Classification. Given a drug SMILES string, predict its activity (active/inactive) in a high-throughput screening assay against a specified biological target. The compound is O(C1CCCCC1)C(=O)CNC(=O)c1ccccc1. The result is 0 (inactive).